Task: Predict which catalyst facilitates the given reaction.. Dataset: Catalyst prediction with 721,799 reactions and 888 catalyst types from USPTO Reactant: Br[C:2]1[CH:7]=[C:6]([CH3:8])[CH:5]=[CH:4][N:3]=1.C([Li])CCC.[CH2:14]([Sn:18](Cl)([CH2:23][CH2:24][CH2:25][CH3:26])[CH2:19][CH2:20][CH2:21][CH3:22])[CH2:15][CH2:16][CH3:17]. Product: [CH3:8][C:6]1[CH:5]=[CH:4][N:3]=[C:2]([Sn:18]([CH2:19][CH2:20][CH2:21][CH3:22])([CH2:23][CH2:24][CH2:25][CH3:26])[CH2:14][CH2:15][CH2:16][CH3:17])[CH:7]=1. The catalyst class is: 28.